This data is from Full USPTO retrosynthesis dataset with 1.9M reactions from patents (1976-2016). The task is: Predict the reactants needed to synthesize the given product. Given the product [Br:1][C:2]1[CH:3]=[C:4]2[C:10]([N:11]3[CH:20]=[CH:24][CH:23]=[CH:22]3)=[C:9]([C:12]3[CH:17]=[CH:16][CH:15]=[CH:14][CH:13]=3)[NH:8][C:5]2=[N:6][CH:7]=1, predict the reactants needed to synthesize it. The reactants are: [Br:1][C:2]1[CH:3]=[C:4]2[C:10]([NH2:11])=[C:9]([C:12]3[CH:17]=[CH:16][CH:15]=[CH:14][CH:13]=3)[NH:8][C:5]2=[N:6][CH:7]=1.CO[CH:20]1[CH2:24][CH2:23][CH:22](OC)O1.